This data is from Full USPTO retrosynthesis dataset with 1.9M reactions from patents (1976-2016). The task is: Predict the reactants needed to synthesize the given product. (1) Given the product [CH:20](=[C:8]1/[CH2:9][CH2:10][C:4]2[C:5]/1=[N:6][CH:7]=[C:2]([Br:1])[CH:3]=2)/[C:21]1[CH:26]=[CH:25][CH:24]=[CH:23][CH:22]=1, predict the reactants needed to synthesize it. The reactants are: [Br:1][C:2]1[CH:3]=[C:4]2[CH2:10][CH2:9][CH2:8][C:5]2=[N:6][CH:7]=1.C([O-])(=O)C.[K+].C(O)(=O)C.[CH:20](=O)[C:21]1[CH:26]=[CH:25][CH:24]=[CH:23][CH:22]=1. (2) Given the product [Cl:1][C:2]1[CH:3]=[C:4]([CH:7]=[C:8]([O:10][C:11]2[C:16](=[O:17])[N:15]([CH2:18][C:19]3[C:24](=[O:25])[NH:23][CH:22]=[CH:21][N:20]=3)[CH:14]=[N:13][C:12]=2[C:27]([F:29])([F:30])[F:28])[CH:9]=1)[C:5]#[N:6], predict the reactants needed to synthesize it. The reactants are: [Cl:1][C:2]1[CH:3]=[C:4]([CH:7]=[C:8]([O:10][C:11]2[C:16](=[O:17])[N:15]([CH2:18][C:19]3[C:24]([O:25]C)=[N:23][CH:22]=[CH:21][N:20]=3)[CH:14]=[N:13][C:12]=2[C:27]([F:30])([F:29])[F:28])[CH:9]=1)[C:5]#[N:6].C[Si](Cl)(C)C.O. (3) Given the product [CH2:43]([Sn:52]([CH2:53][CH2:54][CH2:55][CH3:56])([CH2:48][CH2:49][CH2:50][CH3:51])[C:24]1[S:23][C:22]([C:10]2[S:11][C:12]([Sn:52]([CH2:57][CH2:58][CH2:59][CH3:60])([CH2:53][CH2:54][CH2:55][CH3:56])[CH2:48][CH2:49][CH2:50][CH3:51])=[C:13]([P:14]([O:16][CH2:17][CH3:18])([O:19][CH2:20][CH3:21])=[O:15])[C:9]=2[P:4]([O:3][CH2:1][CH3:2])([O:6][CH2:7][CH3:8])=[O:5])=[C:26]([P:27]([O:32][CH2:33][CH3:34])([O:29][CH2:30][CH3:31])=[O:28])[C:25]=1[P:35]([O:37][CH2:38][CH3:39])([O:40][CH2:41][CH3:42])=[O:36])[CH2:44][CH2:45][CH3:46], predict the reactants needed to synthesize it. The reactants are: [CH2:1]([O:3][P:4]([C:9]1[C:13]([P:14]([O:19][CH2:20][CH3:21])([O:16][CH2:17][CH3:18])=[O:15])=[CH:12][S:11][C:10]=1[C:22]1[S:23][CH:24]=[C:25]([P:35]([O:40][CH2:41][CH3:42])([O:37][CH2:38][CH3:39])=[O:36])[C:26]=1[P:27]([O:32][CH2:33][CH3:34])([O:29][CH2:30][CH3:31])=[O:28])([O:6][CH2:7][CH3:8])=[O:5])[CH3:2].[CH2:43]([Li])[CH2:44][CH2:45][CH3:46].[CH2:48]([Sn:52](Cl)([CH2:57][CH2:58][CH2:59][CH3:60])[CH2:53][CH2:54][CH2:55][CH3:56])[CH2:49][CH2:50][CH3:51].P([O-])([O-])(O)=O.[Na+].[Na+].S(O)(O)(=O)=O.[Na]. (4) Given the product [CH3:27][C:28]1[N:14]([CH2:15][CH2:16][CH2:17][NH:18][C:19](=[O:26])[C:20]2[CH:25]=[CH:24][CH:23]=[CH:22][CH:21]=2)[C:13]2[C:12]3[CH:11]=[CH:10][CH:9]=[CH:8][C:7]=3[N:6]=[CH:5][C:4]=2[N:1]=1, predict the reactants needed to synthesize it. The reactants are: [N+:1]([C:4]1[CH:5]=[N:6][C:7]2[C:12]([C:13]=1[NH:14][CH2:15][CH2:16][CH2:17][NH:18][C:19](=[O:26])[C:20]1[CH:25]=[CH:24][CH:23]=[CH:22][CH:21]=1)=[CH:11][CH:10]=[CH:9][CH:8]=2)([O-])=O.[CH2:27](C(CC)(CC)C([O-])([O-])[O-])[CH3:28]. (5) Given the product [CH2:29]([N:32]([CH2:33][CH2:34][CH3:35])[C:26]([C:18]1[CH:19]=[C:20]([CH:25]=[C:16]([N+:13]([O-:15])=[O:14])[CH:17]=1)[C:21]([O:23][CH3:24])=[O:22])=[O:28])[CH2:30][CH3:31], predict the reactants needed to synthesize it. The reactants are: C(C1NC=CN=1)(C1NC=CN=1)=O.[N+:13]([C:16]1[CH:17]=[C:18]([C:26]([O-:28])=O)[CH:19]=[C:20]([CH:25]=1)[C:21]([O:23][CH3:24])=[O:22])([O-:15])=[O:14].[CH2:29]([NH:32][CH2:33][CH2:34][CH3:35])[CH2:30][CH3:31]. (6) The reactants are: [Cl:1][C:2]1[N:3]=[C:4]([N:23]2[CH2:28][CH2:27][O:26][CH2:25][CH2:24]2)[S:5][C:6]=1[C:7]1[N:11]2[N:12]=[C:13]([CH3:21])[CH:14]=[C:15]([CH:16]([CH2:19][CH3:20])[CH2:17][CH3:18])[C:10]2=[N:9][C:8]=1[CH3:22].Cl. Given the product [ClH:1].[Cl:1][C:2]1[N:3]=[C:4]([N:23]2[CH2:24][CH2:25][O:26][CH2:27][CH2:28]2)[S:5][C:6]=1[C:7]1[N:11]2[N:12]=[C:13]([CH3:21])[CH:14]=[C:15]([CH:16]([CH2:17][CH3:18])[CH2:19][CH3:20])[C:10]2=[N:9][C:8]=1[CH3:22], predict the reactants needed to synthesize it. (7) Given the product [ClH:15].[ClH:15].[CH3:16][N:17]([CH3:18])[CH:11]1[CH2:12][CH2:13][N:8]([CH2:1][C:2]2[CH:7]=[CH:6][CH:5]=[CH:4][CH:3]=2)[CH2:9][CH2:10]1, predict the reactants needed to synthesize it. The reactants are: [CH2:1]([N:8]1[CH2:13][CH2:12][C:11](=O)[CH2:10][CH2:9]1)[C:2]1[CH:7]=[CH:6][CH:5]=[CH:4][CH:3]=1.[ClH:15].[CH3:16][NH:17][CH3:18].C(O[BH-](OC(=O)C)OC(=O)C)(=O)C.[Na+].C(=O)([O-])[O-].[Na+].[Na+]. (8) Given the product [N+:8]([C:5]1[CH:6]=[CH:7][C:2]([O:22][C:19]2[CH:18]=[CH:17][C:16]([N:11]3[CH:15]=[N:14][CH:13]=[N:12]3)=[CH:21][CH:20]=2)=[CH:3][CH:4]=1)([O-:10])=[O:9], predict the reactants needed to synthesize it. The reactants are: F[C:2]1[CH:7]=[CH:6][C:5]([N+:8]([O-:10])=[O:9])=[CH:4][CH:3]=1.[N:11]1([C:16]2[CH:21]=[CH:20][C:19]([OH:22])=[CH:18][CH:17]=2)[CH:15]=[N:14][CH:13]=[N:12]1.C(=O)([O-])[O-].[K+].[K+]. (9) Given the product [CH3:34][O:35][CH2:36][O:1][C:2]1[C:11]([CH3:12])=[C:10]2[C:5]([CH:6]=[C:7]([NH:14][C:15](=[O:24])[O:16][CH2:17][C:18]3[CH:19]=[CH:20][CH:21]=[CH:22][CH:23]=3)[C:8](=[O:13])[O:9]2)=[CH:4][CH:3]=1, predict the reactants needed to synthesize it. The reactants are: [OH:1][C:2]1[C:11]([CH3:12])=[C:10]2[C:5]([CH:6]=[C:7]([NH:14][C:15](=[O:24])[O:16][CH2:17][C:18]3[CH:23]=[CH:22][CH:21]=[CH:20][CH:19]=3)[C:8](=[O:13])[O:9]2)=[CH:4][CH:3]=1.C(N(CC)C(C)C)(C)C.[CH3:34][O:35][CH2:36]Cl. (10) Given the product [Cl:1][C:2]1[C:3]([NH:23][C:24]2[CH:28]=[C:27]([CH3:29])[NH:26][N:25]=2)=[N:4][C:5]([NH:8][C:9]2[CH:14]=[C:13]([CH3:15])[C:12]([CH:16]3[CH2:17][CH2:18][N:19]([CH2:36][C:34]4[CH:35]=[N:30][CH:31]=[N:32][CH:33]=4)[CH2:20][CH2:21]3)=[CH:11][C:10]=2[F:22])=[N:6][CH:7]=1, predict the reactants needed to synthesize it. The reactants are: [Cl:1][C:2]1[C:3]([NH:23][C:24]2[CH:28]=[C:27]([CH3:29])[NH:26][N:25]=2)=[N:4][C:5]([NH:8][C:9]2[CH:14]=[C:13]([CH3:15])[C:12]([CH:16]3[CH2:21][CH2:20][NH:19][CH2:18][CH2:17]3)=[CH:11][C:10]=2[F:22])=[N:6][CH:7]=1.[N:30]1[CH:35]=[C:34]([CH:36]=O)[CH:33]=[N:32][CH:31]=1.[BH-](OC(C)=O)(OC(C)=O)OC(C)=O.[Na+].CC(O)=O.